The task is: Predict the product of the given reaction.. This data is from Forward reaction prediction with 1.9M reactions from USPTO patents (1976-2016). (1) Given the reactants [O:1]1[CH2:6][CH2:5][CH:4]([CH2:7][N:8]2[CH:12]=[CH:11][C:10]([C:13]([O:15]CC)=[O:14])=[N:9]2)[CH2:3][CH2:2]1.[OH-].[Na+], predict the reaction product. The product is: [O:1]1[CH2:6][CH2:5][CH:4]([CH2:7][N:8]2[CH:12]=[CH:11][C:10]([C:13]([OH:15])=[O:14])=[N:9]2)[CH2:3][CH2:2]1. (2) Given the reactants [F:1][C:2]1[CH:33]=[CH:32][C:5]([CH2:6][N:7]2[C:15]3[C:10](=[CH:11][CH:12]=[CH:13][CH:14]=3)[C:9]3[C:16]([C:25]4[CH:30]=[CH:29][C:28]([CH3:31])=[CH:27][CH:26]=4)=[C:17]([C:22](O)=[O:23])[N:18]([CH3:21])[C:19](=[O:20])[C:8]2=3)=[CH:4][CH:3]=1.S(Cl)(Cl)=O.[BH4-].[Na+], predict the reaction product. The product is: [F:1][C:2]1[CH:3]=[CH:4][C:5]([CH2:6][N:7]2[C:15]3[C:10](=[CH:11][CH:12]=[CH:13][CH:14]=3)[C:9]3[C:16]([C:25]4[CH:26]=[CH:27][C:28]([CH3:31])=[CH:29][CH:30]=4)=[C:17]([CH2:22][OH:23])[N:18]([CH3:21])[C:19](=[O:20])[C:8]2=3)=[CH:32][CH:33]=1. (3) Given the reactants [Cl:1][C:2]1[CH:7]=[C:6]([NH2:8])[CH:5]=[C:4]([C:9]2[CH:14]=[C:13]([Cl:15])[CH:12]=[CH:11][C:10]=2[O:16][CH3:17])[N:3]=1.B(O)(O)[C:19]1[CH:20]=[CH:21][C:22]([CH3:25])=[CH:23][CH:24]=1.C(N(CC)CC)C, predict the reaction product. The product is: [Cl:1][C:2]1[CH:7]=[C:6]([NH:8][C:19]2[CH:24]=[CH:23][C:22]([CH3:25])=[CH:21][CH:20]=2)[CH:5]=[C:4]([C:9]2[CH:14]=[C:13]([Cl:15])[CH:12]=[CH:11][C:10]=2[O:16][CH3:17])[N:3]=1. (4) Given the reactants [Si:1](Cl)([C:4]([CH3:7])([CH3:6])[CH3:5])([CH3:3])[CH3:2].[N:9]1([C:13]([C:15]2[CH:16]=[C:17]([Cl:36])[C:18]([O:21][C:22]3[CH:23]=[C:24]([CH:28]=[C:29]([O:31][C@@H:32]([CH3:35])[CH2:33][OH:34])[CH:30]=3)[C:25]([OH:27])=[O:26])=[N:19][CH:20]=2)=[O:14])[CH2:12][CH2:11][CH2:10]1.N12CCCN=C1CCCCC2, predict the reaction product. The product is: [N:9]1([C:13]([C:15]2[CH:16]=[C:17]([Cl:36])[C:18]([O:21][C:22]3[CH:23]=[C:24]([CH:28]=[C:29]([O:31][C@@H:32]([CH3:35])[CH2:33][O:34][Si:1]([C:4]([CH3:7])([CH3:6])[CH3:5])([CH3:3])[CH3:2])[CH:30]=3)[C:25]([OH:27])=[O:26])=[N:19][CH:20]=2)=[O:14])[CH2:12][CH2:11][CH2:10]1. (5) Given the reactants Cl.Cl.[Cl:3][C:4]1[CH:9]=[C:8]([C:10]#[N:11])[CH:7]=[CH:6][C:5]=1[C:12]1[CH:17]=[CH:16][C:15]([O:18][C:19]([F:22])([F:21])[F:20])=[C:14]([CH2:23][NH:24][C@H:25]2[CH2:30][CH2:29][NH:28][CH2:27][C@H:26]2[C:31]2[CH:36]=[CH:35][CH:34]=[CH:33][CH:32]=2)[CH:13]=1.[C:37]([N:40]1[CH2:45][CH2:44][CH:43]([C:46](O)=[O:47])[CH2:42][CH2:41]1)(=[O:39])[CH3:38].Cl.C(OCC)(=O)C, predict the reaction product. The product is: [ClH:3].[C:37]([N:40]1[CH2:41][CH2:42][CH:43]([C:46]([N:28]2[CH2:29][CH2:30][C@H:25]([NH:24][CH2:23][C:14]3[CH:13]=[C:12]([C:5]4[CH:6]=[CH:7][C:8]([C:10]#[N:11])=[CH:9][C:4]=4[Cl:3])[CH:17]=[CH:16][C:15]=3[O:18][C:19]([F:21])([F:22])[F:20])[C@H:26]([C:31]3[CH:32]=[CH:33][CH:34]=[CH:35][CH:36]=3)[CH2:27]2)=[O:47])[CH2:44][CH2:45]1)(=[O:39])[CH3:38]. (6) Given the reactants [C:1]([C:3]1[CH:42]=[CH:41][C:6]([CH2:7][CH:8]([NH:16][C:17](=[O:40])[CH2:18][CH:19]([NH:26][S:27]([C:30]2[CH:39]=[CH:38][C:37]3[C:32](=[CH:33][CH:34]=[CH:35][CH:36]=3)[CH:31]=2)(=[O:29])=[O:28])[C:20]2[CH:25]=[CH:24][CH:23]=[CH:22][CH:21]=2)[C:9](=[O:15])[N:10]2[CH2:14][CH2:13][CH2:12][CH2:11]2)=[CH:5][CH:4]=1)#N.C(O)=[O:44], predict the reaction product. The product is: [CH:1]([C:3]1[CH:4]=[CH:5][C:6]([CH2:7][CH:8]([NH:16][C:17](=[O:40])[CH2:18][CH:19]([NH:26][S:27]([C:30]2[CH:39]=[CH:38][C:37]3[C:32](=[CH:33][CH:34]=[CH:35][CH:36]=3)[CH:31]=2)(=[O:28])=[O:29])[C:20]2[CH:25]=[CH:24][CH:23]=[CH:22][CH:21]=2)[C:9](=[O:15])[N:10]2[CH2:11][CH2:12][CH2:13][CH2:14]2)=[CH:41][CH:42]=1)=[O:44].